From a dataset of Forward reaction prediction with 1.9M reactions from USPTO patents (1976-2016). Predict the product of the given reaction. (1) Given the reactants Cl[C:2]1[C:7]([C:8]([F:11])([F:10])[F:9])=[CH:6][N:5]=[C:4]([NH:12][C:13]2[CH:27]=[CH:26][C:16]([CH2:17][P:18](=[O:25])([O:22][CH2:23][CH3:24])[O:19][CH2:20][CH3:21])=[CH:15][C:14]=2[O:28][CH3:29])[N:3]=1.[NH2:30][C:31]1[CH:40]=[C:39]([F:41])[CH:38]=[CH:37][C:32]=1[C:33]([NH:35][CH3:36])=[O:34], predict the reaction product. The product is: [F:41][C:39]1[CH:38]=[CH:37][C:32]([C:33](=[O:34])[NH:35][CH3:36])=[C:31]([NH:30][C:2]2[C:7]([C:8]([F:11])([F:10])[F:9])=[CH:6][N:5]=[C:4]([NH:12][C:13]3[CH:27]=[CH:26][C:16]([CH2:17][P:18](=[O:25])([O:22][CH2:23][CH3:24])[O:19][CH2:20][CH3:21])=[CH:15][C:14]=3[O:28][CH3:29])[N:3]=2)[CH:40]=1. (2) Given the reactants [O:1]=[C:2]1[C:11]2[C:6](=[CH:7][CH:8]=[CH:9][CH:10]=2)[NH:5][CH2:4][CH2:3]1.[CH2:12]([O:19][C:20](Cl)=[O:21])[C:13]1[CH:18]=[CH:17][CH:16]=[CH:15][CH:14]=1.O.C(=O)([O-])[O-].[K+].[K+], predict the reaction product. The product is: [CH2:12]([O:19][C:20]([N:5]1[C:6]2[C:11](=[CH:10][CH:9]=[CH:8][CH:7]=2)[C:2](=[O:1])[CH2:3][CH2:4]1)=[O:21])[C:13]1[CH:18]=[CH:17][CH:16]=[CH:15][CH:14]=1. (3) Given the reactants [F:1][C:2]1[CH:3]=[C:4]2[C:8](=[CH:9][CH:10]=1)[NH:7][C:6](=[O:11])[C:5]2=[C:12]1[C:20]2[C:15](=[CH:16][C:17]([CH2:21][CH2:22][CH2:23][O:24][C:25]([C:27]34[CH2:36][CH:31]5[CH2:32][CH:33]([CH2:35][C:29]([N+:37]([O-])=O)([CH2:30]5)[CH2:28]3)[CH2:34]4)=[O:26])=[CH:18][CH:19]=2)[CH2:14][O:13]1, predict the reaction product. The product is: [F:1][C:2]1[CH:3]=[C:4]2[C:8](=[CH:9][CH:10]=1)[NH:7][C:6](=[O:11])[C:5]2=[C:12]1[C:20]2[C:15](=[CH:16][C:17]([CH2:21][CH2:22][CH2:23][O:24][C:25]([C:27]34[CH2:34][CH:33]5[CH2:32][CH:31]([CH2:30][C:29]([NH2:37])([CH2:35]5)[CH2:28]3)[CH2:36]4)=[O:26])=[CH:18][CH:19]=2)[CH2:14][O:13]1. (4) Given the reactants [CH2:1]([O:3][CH:4]([O:15][CH2:16][CH3:17])[C:5]1[O:13][C:12]2[C:11](I)=[CH:10][N:9]=[CH:8][C:7]=2[CH:6]=1)[CH3:2].[N+:18]([C:21]1[CH:22]=[C:23](B(O)O)[CH:24]=[CH:25][CH:26]=1)([O-:20])=[O:19].C(=O)([O-])[O-].[Na+].[Na+], predict the reaction product. The product is: [CH2:1]([O:3][CH:4]([O:15][CH2:16][CH3:17])[C:5]1[O:13][C:12]2[C:11]([C:25]3[CH:24]=[CH:23][CH:22]=[C:21]([N+:18]([O-:20])=[O:19])[CH:26]=3)=[CH:10][N:9]=[CH:8][C:7]=2[CH:6]=1)[CH3:2]. (5) Given the reactants [F:1][C:2]([F:7])([F:6])[CH2:3][CH2:4][OH:5].[C:8]1([CH3:18])[CH:13]=[CH:12][C:11]([S:14](Cl)(=[O:16])=[O:15])=[CH:10][CH:9]=1.C(N(CC)CC)C.O, predict the reaction product. The product is: [F:1][C:2]([F:7])([F:6])[CH2:3][CH2:4][O:5][S:14]([C:11]1[CH:12]=[CH:13][C:8]([CH3:18])=[CH:9][CH:10]=1)(=[O:16])=[O:15]. (6) Given the reactants [F:1][C:2]1[CH:16]=[CH:15][C:5]2[NH:6][C:7]([CH:9]3[CH2:14][CH2:13][NH:12][CH2:11][CH2:10]3)=[N:8][C:4]=2[CH:3]=1.[ClH:17], predict the reaction product. The product is: [ClH:17].[F:1][C:2]1[CH:16]=[CH:15][C:5]2[NH:6][C:7]([CH:9]3[CH2:10][CH2:11][NH:12][CH2:13][CH2:14]3)=[N:8][C:4]=2[CH:3]=1. (7) Given the reactants Br[C:2]1[S:6][C:5]([CH:7]2[CH2:12][CH2:11][O:10][CH2:9][CH2:8]2)=[N:4][C:3]=1[C:13]1[CH:18]=[CH:17][CH:16]=[C:15]([N+:19]([O-:21])=[O:20])[CH:14]=1.[N:22]1[CH:27]=[CH:26][C:25](B2OC(C)(C)C(C)(C)O2)=[CH:24][CH:23]=1.C(=O)([O-])[O-].[Cs+].[Cs+].C(Cl)Cl, predict the reaction product. The product is: [N+:19]([C:15]1[CH:14]=[C:13]([C:3]2[N:4]=[C:5]([CH:7]3[CH2:12][CH2:11][O:10][CH2:9][CH2:8]3)[S:6][C:2]=2[C:25]2[CH:26]=[CH:27][N:22]=[CH:23][CH:24]=2)[CH:18]=[CH:17][CH:16]=1)([O-:21])=[O:20]. (8) Given the reactants [F:1][C:2]1[CH:7]=[CH:6][CH:5]=[C:4]([F:8])[C:3]=1[N:9]1[C:14]2[N:15]=[C:16]([NH:28][CH2:29][CH2:30][N:31]([CH3:33])[CH3:32])[N:17]=[C:18]([C:19]3[CH:20]=[C:21]([CH:25]=[CH:26][CH:27]=3)[C:22]([OH:24])=O)[C:13]=2[CH2:12][NH:11][C:10]1=[O:34].CN.[CH3:37][N:38](C(ON1N=NC2C=CC=NC1=2)=[N+](C)C)C.F[P-](F)(F)(F)(F)F.C(N(C(C)C)CC)(C)C, predict the reaction product. The product is: [F:1][C:2]1[CH:7]=[CH:6][CH:5]=[C:4]([F:8])[C:3]=1[N:9]1[C:14]2[N:15]=[C:16]([NH:28][CH2:29][CH2:30][N:31]([CH3:33])[CH3:32])[N:17]=[C:18]([C:19]3[CH:20]=[C:21]([CH:25]=[CH:26][CH:27]=3)[C:22]([NH:38][CH3:37])=[O:24])[C:13]=2[CH2:12][NH:11][C:10]1=[O:34]. (9) Given the reactants FC(F)(F)C(O)=O.[N:8]([CH2:11][CH:12]([S:67][S:68][CH:69]([CH3:71])[CH3:70])[CH2:13][C@@H:14]([NH:59]C(OC(C)(C)C)=O)[C:15]([O:17][C@H:18]1[C@@H:22]([OH:23])[C@H:21]([N:24]2[CH:32]=[N:31][C:30]3[C:25]2=[N:26][CH:27]=[N:28][C:29]=3[NH2:33])[O:20][C@H:19]1[CH2:34][O:35][P:36]([O:39][C@H:40]1[CH2:44][C@H:43]([N:45]2[CH:50]=[CH:49][C:48]([NH2:51])=[N:47][C:46]2=[O:52])[O:42][C@@H:41]1[CH2:53][O:54][P:55]([OH:58])([OH:57])=[O:56])([OH:38])=[O:37])=[O:16])=[N+:9]=[N-:10], predict the reaction product. The product is: [NH2:59][C@H:14]([CH2:13][CH:12]([S:67][S:68][CH:69]([CH3:71])[CH3:70])[CH2:11][N:8]=[N+:9]=[N-:10])[C:15]([O:17][C@H:18]1[C@@H:22]([OH:23])[C@H:21]([N:24]2[CH:32]=[N:31][C:30]3[C:25]2=[N:26][CH:27]=[N:28][C:29]=3[NH2:33])[O:20][C@H:19]1[CH2:34][O:35][P:36]([O:39][C@H:40]1[CH2:44][C@H:43]([N:45]2[CH:50]=[CH:49][C:48]([NH2:51])=[N:47][C:46]2=[O:52])[O:42][C@@H:41]1[CH2:53][O:54][P:55]([OH:58])([OH:57])=[O:56])([OH:38])=[O:37])=[O:16].